Dataset: Reaction yield outcomes from USPTO patents with 853,638 reactions. Task: Predict the reaction yield, written as a fraction of the theoretical maximum amount of product (1.0 means a 100% yield; for example, 0.34 means a 34% yield). (1) The reactants are [C:1]1([C:7]2([C:13]3[CH:18]=[CH:17][CH:16]=[CH:15][CH:14]=3)[CH2:12][CH2:11][NH:10][CH2:9][CH2:8]2)[CH:6]=[CH:5][CH:4]=[CH:3][CH:2]=1.Cl[CH2:20][C:21]#[N:22].C(=O)([O-])[O-].[K+].[K+].[I-].[K+]. The catalyst is C(O)CCC.O1CCOCC1. The product is [C:1]1([C:7]2([C:13]3[CH:18]=[CH:17][CH:16]=[CH:15][CH:14]=3)[CH2:8][CH2:9][N:10]([CH2:20][C:21]#[N:22])[CH2:11][CH2:12]2)[CH:2]=[CH:3][CH:4]=[CH:5][CH:6]=1. The yield is 0.860. (2) The reactants are C(O[C:6]([N:8]1[CH2:11][CH:10]([CH2:12][N:13]2[C:21](=[O:22])[C:20]3[C:15](=[CH:16][C:17]([N+:24]([O-])=O)=[C:18]([NH2:23])[CH:19]=3)[C:14]2=[O:27])[CH2:9]1)=O)(C)(C)C.[ClH:28].[CH2:29]=[O:30].[BH-](O[C:41]([CH3:43])=O)(OC(C)=O)OC(C)=O.[Na+]. The catalyst is O1CCOCC1.O.[Pd].CO.C1COCC1.CC(O)=O.CO.CC(O)C. The product is [Cl:28][C:11]1[CH:10]=[CH:9][NH:8][C:29](=[O:30])[C:41]=1[C:43]1[NH:24][C:17]2[C:18]([N:23]=1)=[CH:19][C:20]1[C:21](=[O:22])[N:13]([CH2:12][CH:10]3[CH2:11][N:8]([CH3:6])[CH2:9]3)[C:14](=[O:27])[C:15]=1[CH:16]=2. The yield is 0.380. (3) The reactants are Cl.COC(=O)C1C=CC([CH2:11][O:12][C:13]2[CH:18]=[CH:17][C:16]([CH2:19][C@H:20]([NH2:38])[C:21]3[N:22]([CH2:34][CH2:35][CH2:36][CH3:37])[CH:23]=[C:24]([C:26]4[CH:31]=[CH:30][C:29]([Cl:32])=[CH:28][C:27]=4[Cl:33])[N:25]=3)=[CH:15][CH:14]=2)=CC=1.[C:40]([OH:48])(=[O:47])[CH2:41][CH2:42][CH2:43][CH2:44][CH2:45][CH3:46]. No catalyst specified. The product is [CH2:34]([N:22]1[CH:23]=[C:24]([C:26]2[CH:31]=[CH:30][C:29]([Cl:32])=[CH:28][C:27]=2[Cl:33])[N:25]=[C:21]1[C@@H:20]([NH:38][C:13](=[O:12])[CH2:14][CH2:15][CH2:16][CH2:19][CH2:20][CH3:21])[CH2:19][C:16]1[CH:15]=[CH:14][C:13]([O:12][CH2:11][C:44]2[CH:45]=[CH:46][C:41]([C:40]([OH:48])=[O:47])=[CH:42][CH:43]=2)=[CH:18][CH:17]=1)[CH2:35][CH2:36][CH3:37]. The yield is 0.720. (4) The reactants are [O:1]1[CH2:3][CH:2]1[CH2:4][N:5]1[CH:9]=[C:8]([C:10]2[CH:15]=[CH:14][N:13]=[CH:12][CH:11]=2)[C:7]([C:16]2[CH:21]=[CH:20][C:19]([C:22]([F:25])([F:24])[F:23])=[CH:18][CH:17]=2)=[N:6]1.[Cl:26][C:27]1[CH:43]=[CH:42][C:30]2[N:31]([CH3:41])[C:32](=[O:40])[N:33]([CH:34]3[CH2:39][CH2:38][NH:37][CH2:36][CH2:35]3)[C:29]=2[CH:28]=1.C(N(CC)CC)C. The catalyst is CCO. The product is [Cl:26][C:27]1[CH:43]=[CH:42][C:30]2[N:31]([CH3:41])[C:32](=[O:40])[N:33]([CH:34]3[CH2:39][CH2:38][N:37]([CH2:3][CH:2]([OH:1])[CH2:4][N:5]4[CH:9]=[C:8]([C:10]5[CH:11]=[CH:12][N:13]=[CH:14][CH:15]=5)[C:7]([C:16]5[CH:17]=[CH:18][C:19]([C:22]([F:25])([F:24])[F:23])=[CH:20][CH:21]=5)=[N:6]4)[CH2:36][CH2:35]3)[C:29]=2[CH:28]=1. The yield is 0.220. (5) The reactants are [F:1][C:2]([F:11])([F:10])[C:3]1[CH:4]=[C:5]([CH:7]=[CH:8][CH:9]=1)[NH2:6].C(N(CC)CC)C.Cl[C:20](=[O:27])[CH2:21][C:22]([O:24][CH2:25][CH3:26])=[O:23]. The catalyst is CC(C)=O. The product is [O:27]=[C:20]([NH:6][C:5]1[CH:7]=[CH:8][CH:9]=[C:3]([C:2]([F:10])([F:11])[F:1])[CH:4]=1)[CH2:21][C:22]([O:24][CH2:25][CH3:26])=[O:23]. The yield is 0.990. (6) The reactants are [C:1]([O:5][C:6]([N:8]1[CH2:12][CH2:11][CH2:10][C@H:9]1[C@H:13]([S:19][CH3:20])[C@H:14]([C:16]([OH:18])=O)[CH3:15])=[O:7])([CH3:4])([CH3:3])[CH3:2].Br.[CH3:22][NH:23][CH2:24][CH2:25][C:26]1[CH:31]=[CH:30][CH:29]=[C:28]([OH:32])[CH:27]=1.F[P-](F)(F)(F)(F)F.N1(O[P+](N(C)C)(N(C)C)N(C)C)C2C=CC=CC=2N=N1.C1C=CC2N(O)N=NC=2C=1.C(N(C(C)C)CC)(C)C. The catalyst is C(Cl)Cl. The product is [C:1]([O:5][C:6]([N:8]1[CH2:12][CH2:11][CH2:10][C@H:9]1[C@H:13]([S:19][CH3:20])[C@H:14]([C:16](=[O:18])[N:23]([CH2:24][CH2:25][C:26]1[CH:31]=[CH:30][CH:29]=[C:28]([OH:32])[CH:27]=1)[CH3:22])[CH3:15])=[O:7])([CH3:2])([CH3:3])[CH3:4]. The yield is 0.560. (7) The reactants are [CH:1]1[C:6]([CH:7]([OH:10])[CH2:8][NH2:9])=[CH:5][CH:4]=[C:3]([OH:11])[CH:2]=1.Cl.[C:13]([NH:20][C:21](N1C=CC=N1)=[N:22][C:23]([O:25][C:26]([CH3:29])([CH3:28])[CH3:27])=[O:24])([O:15][C:16]([CH3:19])([CH3:18])[CH3:17])=[O:14]. The catalyst is CN(C=O)C. The product is [OH:10][CH:7]([C:6]1[CH:5]=[CH:4][C:3]([OH:11])=[CH:2][CH:1]=1)[CH2:8][NH:9][C:21]([NH:20][C:13]([O:15][C:16]([CH3:19])([CH3:18])[CH3:17])=[O:14])=[N:22][C:23]([O:25][C:26]([CH3:29])([CH3:28])[CH3:27])=[O:24]. The yield is 0.730. (8) The reactants are Br[C:2]1[CH:11]=[C:10]2[C:5]([C:6](=[O:34])[N:7]([CH2:14][CH2:15][CH2:16][C@H:17]3[O:21][C:20](=[O:22])[N:19]([C:23]4[CH:24]=[CH:25][C:26]5[S:31][CH2:30][C:29](=[O:32])[NH:28][C:27]=5[CH:33]=4)[CH2:18]3)[C:8](=[O:13])[N:9]2[CH3:12])=[CH:4][CH:3]=1.C([O-])([O-])=O.[K+].[K+].O1CCO[CH2:43][CH2:42]1. The catalyst is O. The product is [CH3:12][N:9]1[C:10]2[C:5](=[CH:4][CH:3]=[C:2]([CH:42]=[CH2:43])[CH:11]=2)[C:6](=[O:34])[N:7]([CH2:14][CH2:15][CH2:16][C@H:17]2[O:21][C:20](=[O:22])[N:19]([C:23]3[CH:24]=[CH:25][C:26]4[S:31][CH2:30][C:29](=[O:32])[NH:28][C:27]=4[CH:33]=3)[CH2:18]2)[C:8]1=[O:13]. The yield is 1.00.